Dataset: Full USPTO retrosynthesis dataset with 1.9M reactions from patents (1976-2016). Task: Predict the reactants needed to synthesize the given product. (1) Given the product [OH:1][C@@:2]1([C:9]#[C:10][C:11]2[CH:12]=[C:13]([C:17]3[N:22]=[C:21]([C:23]([NH2:33])=[O:25])[CH:20]=[C:19]([N:28]4[CH:32]=[N:31][CH:30]=[N:29]4)[CH:18]=3)[CH:14]=[CH:15][CH:16]=2)[CH2:6][CH2:5][N:4]([CH3:7])[C:3]1=[O:8], predict the reactants needed to synthesize it. The reactants are: [OH:1][C@@:2]1([C:9]#[C:10][C:11]2[CH:12]=[C:13]([C:17]3[N:22]=[C:21]([C:23]([O:25]CC)=O)[CH:20]=[C:19]([N:28]4[CH:32]=[N:31][CH:30]=[N:29]4)[CH:18]=3)[CH:14]=[CH:15][CH:16]=2)[CH2:6][CH2:5][N:4]([CH3:7])[C:3]1=[O:8].[NH3:33]. (2) Given the product [C:7]([C:9]1[CH:10]=[C:11]2[C:16](=[CH:17][C:18]=1[O:24][C:25]1[CH:37]=[CH:36][C:28]([C:29]([OH:31])=[O:30])=[CH:27][C:26]=1[CH3:38])[O:15][CH2:14][CH2:13][CH:12]2[C:20]([O:22][CH3:23])=[O:21])#[N:8], predict the reactants needed to synthesize it. The reactants are: C([O-])([O-])=O.[K+].[K+].[C:7]([C:9]1[CH:10]=[C:11]2[C:16](=[CH:17][C:18]=1F)[O:15][CH2:14][CH2:13][CH:12]2[C:20]([O:22][CH3:23])=[O:21])#[N:8].[OH:24][C:25]1[CH:37]=[CH:36][C:28]([C:29]([O:31]C(C)(C)C)=[O:30])=[CH:27][C:26]=1[CH3:38].Cl. (3) Given the product [CH3:5][N:4]([N:6]=[N:7][C:8]1[CH:12]=[CH:11][S:10][C:9]=1[C:13]([NH:2][CH3:1])=[O:15])[CH3:3], predict the reactants needed to synthesize it. The reactants are: [CH3:1][NH2:2].[CH3:3][N:4]([N:6]=[N:7][C:8]1[CH:12]=[CH:11][S:10][C:9]=1[C:13]([O:15]C)=O)[CH3:5].O. (4) Given the product [F:23][C:15]1[CH:14]=[C:13]([C:12]2[C:8]([C:5]3[CH:6]=[CH:7][C:2]([C:30]4[N:31]=[CH:32][S:33][CH:34]=4)=[CH:3][CH:4]=3)=[N:9][O:10][C:11]=2[CH3:24])[CH:18]=[CH:17][C:16]=1[S:19]([CH3:22])(=[O:21])=[O:20], predict the reactants needed to synthesize it. The reactants are: Br[C:2]1[CH:7]=[CH:6][C:5]([C:8]2[C:12]([C:13]3[CH:18]=[CH:17][C:16]([S:19]([CH3:22])(=[O:21])=[O:20])=[C:15]([F:23])[CH:14]=3)=[C:11]([CH3:24])[O:10][N:9]=2)=[CH:4][CH:3]=1.C([Sn](CCCC)(CCCC)[C:30]1[N:31]=[CH:32][S:33][CH:34]=1)CCC. (5) Given the product [F:17][C:12]1[CH:13]=[CH:14][CH:15]=[CH:16][C:11]=1[CH2:10][N:9]1[C:22]2=[N:26][CH:25]=[CH:24][N:23]2[C:2]([C:3]([O:5][CH2:6][CH3:7])=[O:4])=[N:8]1, predict the reactants needed to synthesize it. The reactants are: Cl/[C:2](=[N:8]\[NH:9][CH2:10][C:11]1[CH:16]=[CH:15][CH:14]=[CH:13][C:12]=1[F:17])/[C:3]([O:5][CH2:6][CH3:7])=[O:4].C(S[C:22]1[NH:23][CH:24]=[CH:25][N:26]=1)C=C.C(N(CC)CC)C.